From a dataset of Clinical trial toxicity outcomes and FDA approval status for drugs. Regression/Classification. Given a drug SMILES string, predict its toxicity properties. Task type varies by dataset: regression for continuous values (e.g., LD50, hERG inhibition percentage) or binary classification for toxic/non-toxic outcomes (e.g., AMES mutagenicity, cardiotoxicity, hepatotoxicity). Dataset: clintox. (1) The molecule is CC1(C)S[C@@H]2[C@H](NC(=O)C3([NH3+])CCCCC3)C(=O)N2[C@H]1C(=O)[O-]. The result is 0 (passed clinical trial). (2) The molecule is CC(C)[C@H]([NH3+])C(=O)OCCOCn1cnc2c(=O)[nH]c(N)nc21. The result is 0 (passed clinical trial). (3) The compound is Cc1nc(-c2ccc(OCC(C)C)c(C#N)c2)sc1C(=O)[O-]. The result is 0 (passed clinical trial).